Predict the reactants needed to synthesize the given product. From a dataset of Full USPTO retrosynthesis dataset with 1.9M reactions from patents (1976-2016). (1) Given the product [C:5]([CH:4]1[CH2:11][CH:10]([C:14]2[CH:19]=[CH:18][CH:17]=[CH:16][CH:15]=2)[O:9][C:3]1=[O:8])(=[O:6])[CH3:7], predict the reactants needed to synthesize it. The reactants are: [H-].[Na+].[C:3]([O:9][CH2:10][CH3:11])(=[O:8])[CH2:4][C:5]([CH3:7])=[O:6].C1OC1[C:14]1[CH:19]=[CH:18][CH:17]=[CH:16][CH:15]=1.[Cl-].[NH4+]. (2) Given the product [N:11]1([C:14]2[CH:15]=[CH:16][C:17]([NH:20][C:21]([C:23]3[C:24]([C:30]4[CH:31]=[CH:32][C:33]([CH:36]([CH3:38])[CH3:37])=[CH:34][CH:35]=4)=[CH:25][C:26]([CH3:29])=[CH:27][CH:28]=3)=[O:22])=[CH:18][CH:19]=2)[CH2:10][CH2:9][NH:8][CH2:13][CH2:12]1, predict the reactants needed to synthesize it. The reactants are: C(OC([N:8]1[CH2:13][CH2:12][N:11]([C:14]2[CH:19]=[CH:18][C:17]([NH:20][C:21]([C:23]3[C:24]([C:30]4[CH:35]=[CH:34][C:33]([CH:36]([CH3:38])[CH3:37])=[CH:32][CH:31]=4)=[CH:25][C:26]([CH3:29])=[CH:27][CH:28]=3)=[O:22])=[CH:16][CH:15]=2)[CH2:10][CH2:9]1)=O)(C)(C)C.FC(F)(F)C(O)=O.